Dataset: Full USPTO retrosynthesis dataset with 1.9M reactions from patents (1976-2016). Task: Predict the reactants needed to synthesize the given product. (1) Given the product [OH:2][C:3]1[CH:4]=[C:5]([S:9]([N:12]2[CH:16]=[CH:15][C:14]([C:17]3[C:25]4[C:24]([NH:26][C@H:27]([C:29]5[N:34]([C:35]6[CH:40]=[CH:39][CH:38]=[CH:37][CH:36]=6)[C:33](=[O:41])[C:32]6=[C:42]([CH3:45])[CH:43]=[CH:44][N:31]6[N:30]=5)[CH3:28])=[N:23][CH:22]=[N:21][C:20]=4[NH:19][CH:18]=3)=[N:13]2)(=[O:10])=[O:11])[CH:6]=[CH:7][CH:8]=1, predict the reactants needed to synthesize it. The reactants are: C[O:2][C:3]1[CH:4]=[C:5]([S:9]([N:12]2[CH:16]=[CH:15][C:14]([C:17]3[C:25]4[C:24]([NH:26][C@H:27]([C:29]5[N:34]([C:35]6[CH:40]=[CH:39][CH:38]=[CH:37][CH:36]=6)[C:33](=[O:41])[C:32]6=[C:42]([CH3:45])[CH:43]=[CH:44][N:31]6[N:30]=5)[CH3:28])=[N:23][CH:22]=[N:21][C:20]=4[N:19](COCC[Si](C)(C)C)[CH:18]=3)=[N:13]2)(=[O:11])=[O:10])[CH:6]=[CH:7][CH:8]=1.B(Br)(Br)Br.N. (2) Given the product [CH2:1]([N:4]1[CH:8]=[C:7]([C:9]([OH:11])=[O:10])[N:6]=[CH:5]1)[CH2:2][CH3:3], predict the reactants needed to synthesize it. The reactants are: [CH2:1]([N:4]1[CH:8]=[C:7]([C:9]([O:11]C)=[O:10])[N:6]=[CH:5]1)[CH2:2][CH3:3].[Li+].[OH-].Cl. (3) Given the product [CH2:14]([C:15]1[CH:18]=[CH:19][C:9]([CH2:8][NH:4][CH2:5][C:7]([O:31][CH3:30])=[O:22])=[CH:17][CH:16]=1)[CH2:13][CH3:12], predict the reactants needed to synthesize it. The reactants are: C([N:4]([CH2:8][CH3:9])[CH:5]([CH3:7])C)(C)C.IC[C:12]1[CH:17]=[CH:16][C:15]([CH2:18][CH2:19]C)=[CH:14][CH:13]=1.S([O-])([O-])(=O)=[O:22].[Mg+2].CN([CH:30]=[O:31])C. (4) Given the product [CH3:1][O:2][C:3]1[CH:4]=[C:5]([CH:31]=[CH:32][C:33]=1[O:34][CH3:35])[CH2:6][CH:7]1[C:16]2[C:11](=[C:12]([O:19][CH2:39][CH:36]3[CH2:38][CH2:37]3)[CH:13]=[CH:14][C:15]=2[O:17][CH3:18])[CH2:10][CH2:9][N:8]1[CH2:20][C:21]([NH:23][CH2:24][C:25]1[CH:30]=[CH:29][CH:28]=[CH:27][N:26]=1)=[O:22], predict the reactants needed to synthesize it. The reactants are: [CH3:1][O:2][C:3]1[CH:4]=[C:5]([CH:31]=[CH:32][C:33]=1[O:34][CH3:35])[CH2:6][CH:7]1[C:16]2[C:11](=[C:12]([OH:19])[CH:13]=[CH:14][C:15]=2[O:17][CH3:18])[CH2:10][CH2:9][N:8]1[CH2:20][C:21]([NH:23][CH2:24][C:25]1[CH:30]=[CH:29][CH:28]=[CH:27][N:26]=1)=[O:22].[CH:36]1([CH2:39]Br)[CH2:38][CH2:37]1. (5) Given the product [CH3:11][C:3]1[N:1]=[CH:2][O:5][C:4]=1[O:6][CH2:7][CH2:8][CH2:9][CH3:10], predict the reactants needed to synthesize it. The reactants are: [N+:1]([CH:3]([CH3:11])[C:4]([O:6][CH2:7][CH2:8][CH2:9][CH3:10])=[O:5])#[C-:2].C(N(CCCC)CCCC)CCC. (6) Given the product [ClH:30].[ClH:30].[CH3:23][N:25]([CH3:26])[CH2:21][C:9]1[CH:8]=[C:7]([C:1]2[CH:6]=[CH:5][CH:4]=[CH:3][CH:2]=2)[N:11]([S:12]([C:15]2[CH:16]=[N:17][CH:18]=[CH:19][CH:20]=2)(=[O:14])=[O:13])[CH:10]=1, predict the reactants needed to synthesize it. The reactants are: [C:1]1([C:7]2[N:11]([S:12]([C:15]3[CH:16]=[N:17][CH:18]=[CH:19][CH:20]=3)(=[O:14])=[O:13])[CH:10]=[C:9]([CH:21]=O)[CH:8]=2)[CH:6]=[CH:5][CH:4]=[CH:3][CH:2]=1.[CH2:23]([N:25](CC)[CH2:26]C)C.[ClH:30].CNC.C(O[BH-](OC(=O)C)OC(=O)C)(=O)C.[Na+]. (7) Given the product [CH2:1]([O:3][CH:4]1[CH2:12][C:11]2[C:6](=[CH:7][CH:8]=[CH:9][CH:10]=2)[CH:5]1[NH:13][C:14]1[C:19]([CH2:20][CH3:21])=[N:18][C:17]([S:38][C:35]2[CH:36]=[CH:37][C:32]([CH3:31])=[CH:33][CH:34]=2)=[C:16]([CH2:23][CH3:24])[N:15]=1)[CH3:2], predict the reactants needed to synthesize it. The reactants are: [CH2:1]([O:3][C@H:4]1[CH2:12][C:11]2[C:6](=[CH:7][CH:8]=[CH:9][CH:10]=2)[C@H:5]1[NH:13][C:14]1[C:19]([CH2:20][CH3:21])=[N:18][C:17](I)=[C:16]([CH2:23][CH3:24])[N:15]=1)[CH3:2].C(=O)([O-])[O-].[K+].[K+].[CH3:31][C:32]1[CH:37]=[CH:36][C:35]([SH:38])=[CH:34][CH:33]=1.